Dataset: NCI-60 drug combinations with 297,098 pairs across 59 cell lines. Task: Regression. Given two drug SMILES strings and cell line genomic features, predict the synergy score measuring deviation from expected non-interaction effect. (1) Drug 1: C1CCC(C1)C(CC#N)N2C=C(C=N2)C3=C4C=CNC4=NC=N3. Drug 2: CC1C(C(CC(O1)OC2CC(CC3=C2C(=C4C(=C3O)C(=O)C5=C(C4=O)C(=CC=C5)OC)O)(C(=O)C)O)N)O.Cl. Cell line: SF-295. Synergy scores: CSS=38.0, Synergy_ZIP=9.72, Synergy_Bliss=10.4, Synergy_Loewe=-1.35, Synergy_HSA=11.9. (2) Drug 1: C1CCN(CC1)CCOC2=CC=C(C=C2)C(=O)C3=C(SC4=C3C=CC(=C4)O)C5=CC=C(C=C5)O. Drug 2: CC1=C(C(CCC1)(C)C)C=CC(=CC=CC(=CC(=O)O)C)C. Cell line: UO-31. Synergy scores: CSS=3.67, Synergy_ZIP=-2.38, Synergy_Bliss=-2.24, Synergy_Loewe=-0.567, Synergy_HSA=-0.657.